From a dataset of Forward reaction prediction with 1.9M reactions from USPTO patents (1976-2016). Predict the product of the given reaction. (1) The product is: [CH2:10]([O:17][C:18]1[CH:23]=[C:22]([S:9][C:3]2[CH:8]=[CH:7][CH:6]=[CH:5][CH:4]=2)[CH:21]=[CH:20][C:19]=1[N+:25]([O-:27])=[O:26])[C:11]1[CH:16]=[CH:15][CH:14]=[CH:13][CH:12]=1. Given the reactants [H-].[Na+].[C:3]1([SH:9])[CH:8]=[CH:7][CH:6]=[CH:5][CH:4]=1.[CH2:10]([O:17][C:18]1[CH:23]=[C:22](F)[CH:21]=[CH:20][C:19]=1[N+:25]([O-:27])=[O:26])[C:11]1[CH:16]=[CH:15][CH:14]=[CH:13][CH:12]=1.C(OCC)(=O)C, predict the reaction product. (2) Given the reactants [BH-](OC(C)=O)(OC(C)=O)OC(C)=O.[Na+].[CH:15]([C:17]1[CH:22]=[CH:21][CH:20]=[C:19]([C:23]([F:26])([F:25])[F:24])[C:18]=1[C:27]1[CH:28]=[CH:29][C:30]([C:33]([NH:35][CH2:36][CH2:37][C:38]([O:40][CH2:41][CH3:42])=[O:39])=[O:34])=[N:31][CH:32]=1)=O.[Cl:43][C:44]1[CH:49]=[CH:48][C:47]([C:50]2[CH:55]=[CH:54][C:53]([NH2:56])=[CH:52][CH:51]=2)=[CH:46][CH:45]=1.C([O-])([O-])=O.[K+].[K+], predict the reaction product. The product is: [Cl:43][C:44]1[CH:45]=[CH:46][C:47]([C:50]2[CH:55]=[CH:54][C:53]([NH:56][CH2:15][C:17]3[CH:22]=[CH:21][CH:20]=[C:19]([C:23]([F:26])([F:25])[F:24])[C:18]=3[C:27]3[CH:28]=[CH:29][C:30]([C:33]([NH:35][CH2:36][CH2:37][C:38]([O:40][CH2:41][CH3:42])=[O:39])=[O:34])=[N:31][CH:32]=3)=[CH:52][CH:51]=2)=[CH:48][CH:49]=1. (3) The product is: [Cl:11][C:12]1[C:20]([Cl:21])=[CH:19][CH:18]=[C:17]2[C:13]=1[C:14]([OH:23])([C:2]1[CH:7]=[C:6]([CH3:8])[CH:5]=[CH:4][C:3]=1[O:9][CH3:10])[C:15](=[O:22])[NH:16]2. Given the reactants Br[C:2]1[CH:7]=[C:6]([CH3:8])[CH:5]=[CH:4][C:3]=1[O:9][CH3:10].[Cl:11][C:12]1[C:20]([Cl:21])=[CH:19][CH:18]=[C:17]2[C:13]=1[C:14](=[O:23])[C:15](=[O:22])[NH:16]2, predict the reaction product.